Dataset: Reaction yield outcomes from USPTO patents with 853,638 reactions. Task: Predict the reaction yield, written as a fraction of the theoretical maximum amount of product (1.0 means a 100% yield; for example, 0.34 means a 34% yield). (1) The reactants are [CH3:1][N:2]([CH3:18])[CH2:3][CH2:4][CH2:5][NH:6][C:7]([C:9]1[N:10]([CH3:17])[CH:11]=[C:12]([N+:14]([O-])=O)[CH:13]=1)=[O:8].[CH3:19][N:20]1[CH:24]=[C:23]([N+:25]([O-:27])=[O:26])[CH:22]=[C:21]1[C:28](Cl)=[O:29]. The catalyst is CO.C(Cl)Cl.[Pd]. The product is [CH3:17][N:10]1[CH:11]=[C:12]([NH:14][C:28]([C:21]2[N:20]([CH3:19])[CH:24]=[C:23]([N+:25]([O-:27])=[O:26])[CH:22]=2)=[O:29])[CH:13]=[C:9]1[C:7]([NH:6][CH2:5][CH2:4][CH2:3][N:2]([CH3:1])[CH3:18])=[O:8]. The yield is 0.670. (2) The reactants are [OH:1][C@H:2]([CH2:24][N:25]([CH2:37][CH:38]([CH3:40])[CH3:39])[S:26]([C:29]1[CH:34]=[CH:33][C:32]([O:35][CH3:36])=[CH:31][CH:30]=1)(=[O:28])=[O:27])[C@@H:3]([NH:11][C:12](=[O:23])[O:13][C@H:14]1[CH2:22][C@H:17]2[O:18][CH2:19][C:20](=[O:21])[C@H:16]2[CH2:15]1)[CH2:4][C:5]1[CH:10]=[CH:9][CH:8]=[CH:7][CH:6]=1.[BH4-].[Na+].[NH4+].[Cl-]. The catalyst is CCO. The product is [OH:1][C@H:2]([CH2:24][N:25]([CH2:37][CH:38]([CH3:40])[CH3:39])[S:26]([C:29]1[CH:30]=[CH:31][C:32]([O:35][CH3:36])=[CH:33][CH:34]=1)(=[O:28])=[O:27])[C@@H:3]([NH:11][C:12](=[O:23])[O:13][C@H:14]1[CH2:22][C@H:17]2[O:18][CH2:19][C@@H:20]([OH:21])[C@H:16]2[CH2:15]1)[CH2:4][C:5]1[CH:6]=[CH:7][CH:8]=[CH:9][CH:10]=1. The yield is 0.800.